Dataset: Forward reaction prediction with 1.9M reactions from USPTO patents (1976-2016). Task: Predict the product of the given reaction. (1) Given the reactants Cl[C:2]1[CH:3]=[CH:4][N:5]2[C:10]([C:11]=1[CH3:12])=[C:9]([CH:13]1[CH2:15][CH2:14]1)[CH:8]=[C:7]([C:16]([O:18]CC)=[O:17])[C:6]2=[O:21].C(=O)([O-])[O-].[Na+].[Na+].Cl.[NH2:29][CH2:30][C:31]1[CH:36]=[CH:35][C:34](B(O)O)=[CH:33][CH:32]=1.Cl, predict the reaction product. The product is: [NH2:29][CH2:30][C:31]1[CH:36]=[CH:35][C:34]([C:2]2[CH:3]=[CH:4][N:5]3[C:10]([C:11]=2[CH3:12])=[C:9]([CH:13]2[CH2:14][CH2:15]2)[CH:8]=[C:7]([C:16]([OH:18])=[O:17])[C:6]3=[O:21])=[CH:33][CH:32]=1. (2) Given the reactants [CH2:1]([C:4]1[CH:9]=[CH:8][N:7]=[C:6]([NH2:10])[CH:5]=1)[CH2:2][CH3:3].[C:11]([O:15][C:16]([N:18]1[CH2:22][CH2:21][C@H:20]([NH:23][C:24]2[C:32]3[C:27](=[N:28][CH:29]=[CH:30][C:31]=3[O:33][C:34]3[CH:42]=[CH:41][C:37]([C:38](O)=[O:39])=[CH:36][CH:35]=3)[N:26]([CH2:43][C:44]3[CH:49]=[CH:48][C:47]([O:50][CH3:51])=[CH:46][CH:45]=3)[N:25]=2)[CH2:19]1)=[O:17])([CH3:14])([CH3:13])[CH3:12].O=P(Cl)(Cl)Cl, predict the reaction product. The product is: [CH3:51][O:50][C:47]1[CH:46]=[CH:45][C:44]([CH2:43][N:26]2[C:27]3=[N:28][CH:29]=[CH:30][C:31]([O:33][C:34]4[CH:35]=[CH:36][C:37]([C:38](=[O:39])[NH:10][C:6]5[CH:5]=[C:4]([CH2:1][CH2:2][CH3:3])[CH:9]=[CH:8][N:7]=5)=[CH:41][CH:42]=4)=[C:32]3[C:24]([NH:23][C@H:20]3[CH2:21][CH2:22][N:18]([C:16]([O:15][C:11]([CH3:12])([CH3:14])[CH3:13])=[O:17])[CH2:19]3)=[N:25]2)=[CH:49][CH:48]=1. (3) Given the reactants [CH2:1]([O:3][C:4]1[CH:14]=[CH:13][CH:12]=[C:11]([O:15][CH2:16][CH2:17][O:18][CH2:19][CH2:20][O:21][CH2:22][CH2:23][O:24][C:25]2[CH:30]=[CH:29][CH:28]=[C:27]([O:31][CH2:32][CH3:33])[C:26]=2[C:34]([O:36]CC)=[O:35])[C:5]=1[C:6]([O:8]CC)=[O:7])[CH3:2].CO.[OH-].[Na+].Cl, predict the reaction product. The product is: [C:6]([C:5]1[C:4]([O:3][CH2:1][CH3:2])=[CH:14][CH:13]=[CH:12][C:11]=1[O:15][CH2:16][CH2:17][O:18][CH2:19][CH2:20][O:21][CH2:22][CH2:23][O:24][C:25]1[CH:30]=[CH:29][CH:28]=[C:27]([O:31][CH2:32][CH3:33])[C:26]=1[C:34]([OH:36])=[O:35])([OH:8])=[O:7]. (4) The product is: [Br:13][C:4]1[CH:5]=[C:6]([NH:9][C:10](=[O:12])[CH3:11])[CH:7]=[CH:8][C:3]=1[O:2][CH3:1]. Given the reactants [CH3:1][O:2][C:3]1[CH:8]=[CH:7][C:6]([NH:9][C:10](=[O:12])[CH3:11])=[CH:5][CH:4]=1.[Br:13]Br, predict the reaction product. (5) Given the reactants [F:1][C:2]1[CH:3]=[C:4]([CH:14]=[CH:15][C:16]=1[CH:17]([NH:21][C:22]1[CH:23]=[N:24][C:25]([N:28]2[CH:32]=[C:31]([C:33]([F:36])([F:35])[F:34])[CH:30]=[N:29]2)=[CH:26][CH:27]=1)[CH2:18][CH2:19][CH3:20])[C:5]([NH:7][CH2:8][CH2:9][C:10]([O:12]C)=[O:11])=[O:6].C(=O)=O, predict the reaction product. The product is: [F:1][C:2]1[CH:3]=[C:4]([CH:14]=[CH:15][C:16]=1[CH:17]([NH:21][C:22]1[CH:23]=[N:24][C:25]([N:28]2[CH:32]=[C:31]([C:33]([F:35])([F:34])[F:36])[CH:30]=[N:29]2)=[CH:26][CH:27]=1)[CH2:18][CH2:19][CH3:20])[C:5]([NH:7][CH2:8][CH2:9][C:10]([OH:12])=[O:11])=[O:6]. (6) Given the reactants [CH2:1]([O:8][C:9]1[C:10]([F:20])=[CH:11][C:12](I)=[C:13]2[C:18]=1[N:17]=[CH:16][CH:15]=[CH:14]2)[C:2]1[CH:7]=[CH:6][CH:5]=[CH:4][CH:3]=1.[CH:21]1([SH:26])[CH2:25][CH2:24][CH2:23][CH2:22]1.C(=O)([O-])[O-].[Cs+].[Cs+], predict the reaction product. The product is: [CH2:1]([O:8][C:9]1[C:10]([F:20])=[CH:11][C:12]([S:26][CH:21]2[CH2:25][CH2:24][CH2:23][CH2:22]2)=[C:13]2[C:18]=1[N:17]=[CH:16][CH:15]=[CH:14]2)[C:2]1[CH:7]=[CH:6][CH:5]=[CH:4][CH:3]=1. (7) Given the reactants [CH:1]([N-]C(C)C)(C)C.[Li+].[Cl:9][C:10]1[CH:17]=[C:16]([F:18])[CH:15]=[CH:14][C:11]=1[C:12]#[N:13].IC.CCCCCC.CCOC(C)=O, predict the reaction product. The product is: [Cl:9][C:10]1[C:17]([CH3:1])=[C:16]([F:18])[CH:15]=[CH:14][C:11]=1[C:12]#[N:13]. (8) Given the reactants [CH2:1]([N:8]1[CH2:13][CH2:12][N:11]([S:14](=[O:17])(=[O:16])[NH2:15])[CH2:10][CH2:9]1)[C:2]1[CH:7]=[CH:6][CH:5]=[CH:4][CH:3]=1.Br[CH2:19][C:20]1[CH:21]=[C:22]([Cl:28])[CH:23]=[CH:24][C:25]=1[CH2:26]Br.C(=O)([O-])[O-].[K+].[K+], predict the reaction product. The product is: [CH2:1]([N:8]1[CH2:9][CH2:10][N:11]([S:14]([N:15]2[CH:19]=[C:20]3[C:25]([CH:24]=[CH:23][C:22]([Cl:28])=[CH:21]3)=[CH:26]2)(=[O:17])=[O:16])[CH2:12][CH2:13]1)[C:2]1[CH:7]=[CH:6][CH:5]=[CH:4][CH:3]=1. (9) Given the reactants [C:1]([C:5]1[CH:6]=[C:7]([NH:24][C:25]([NH:27][C@@H:28]2[C:37]3[C:32](=[CH:33][CH:34]=[CH:35][CH:36]=3)[C@H:31]([O:38][C:39]3[CH:40]=[CH:41][C:42]4[N:43]([C:45]([N:48]5[CH2:53][CH2:52][CH2:51][CH2:50][CH2:49]5)=[N:46][N:47]=4)[CH:44]=3)[CH2:30][CH2:29]2)=[O:26])[N:8]([C:10]2[CH:15]=[CH:14][C:13]([O:16][Si](C(C)(C)C)(C)C)=[CH:12][CH:11]=2)[N:9]=1)([CH3:4])([CH3:3])[CH3:2].CCCC[N+](CCCC)(CCCC)CCCC.[F-], predict the reaction product. The product is: [C:1]([C:5]1[CH:6]=[C:7]([NH:24][C:25]([NH:27][C@@H:28]2[C:37]3[C:32](=[CH:33][CH:34]=[CH:35][CH:36]=3)[C@H:31]([O:38][C:39]3[CH:40]=[CH:41][C:42]4[N:43]([C:45]([N:48]5[CH2:53][CH2:52][CH2:51][CH2:50][CH2:49]5)=[N:46][N:47]=4)[CH:44]=3)[CH2:30][CH2:29]2)=[O:26])[N:8]([C:10]2[CH:15]=[CH:14][C:13]([OH:16])=[CH:12][CH:11]=2)[N:9]=1)([CH3:4])([CH3:2])[CH3:3].